Dataset: Full USPTO retrosynthesis dataset with 1.9M reactions from patents (1976-2016). Task: Predict the reactants needed to synthesize the given product. Given the product [F:15][C:10]([F:16])([C:11]([F:12])([F:13])[F:14])[C:9]([O:1][O:2][C:9](=[O:8])[C:10]([F:16])([F:15])[C:11]([F:14])([F:13])[F:12])=[O:8], predict the reactants needed to synthesize it. The reactants are: [OH:1][OH:2].FC(F)(F)C(F)(F)C([O:8][C:9](=O)[C:10]([F:16])([F:15])[C:11]([F:14])([F:13])[F:12])=O.